This data is from NCI-60 drug combinations with 297,098 pairs across 59 cell lines. The task is: Regression. Given two drug SMILES strings and cell line genomic features, predict the synergy score measuring deviation from expected non-interaction effect. (1) Drug 1: CN(C)N=NC1=C(NC=N1)C(=O)N. Drug 2: C1=NC2=C(N1)C(=S)N=CN2. Cell line: UO-31. Synergy scores: CSS=25.3, Synergy_ZIP=-4.91, Synergy_Bliss=3.80, Synergy_Loewe=3.89, Synergy_HSA=4.22. (2) Drug 1: CN(CC1=CN=C2C(=N1)C(=NC(=N2)N)N)C3=CC=C(C=C3)C(=O)NC(CCC(=O)O)C(=O)O. Drug 2: COC1=NC(=NC2=C1N=CN2C3C(C(C(O3)CO)O)O)N. Cell line: UACC-257. Synergy scores: CSS=9.58, Synergy_ZIP=-3.56, Synergy_Bliss=-3.78, Synergy_Loewe=-44.1, Synergy_HSA=-4.75. (3) Drug 1: CC1=C2C(C(=O)C3(C(CC4C(C3C(C(C2(C)C)(CC1OC(=O)C(C(C5=CC=CC=C5)NC(=O)OC(C)(C)C)O)O)OC(=O)C6=CC=CC=C6)(CO4)OC(=O)C)O)C)O. Drug 2: C1=CC=C(C=C1)NC(=O)CCCCCCC(=O)NO. Cell line: LOX IMVI. Synergy scores: CSS=3.31, Synergy_ZIP=-3.50, Synergy_Bliss=-3.42, Synergy_Loewe=-2.74, Synergy_HSA=-2.54. (4) Drug 1: CC1=C(C=C(C=C1)NC(=O)C2=CC=C(C=C2)CN3CCN(CC3)C)NC4=NC=CC(=N4)C5=CN=CC=C5. Drug 2: C1=NC(=NC(=O)N1C2C(C(C(O2)CO)O)O)N. Cell line: T-47D. Synergy scores: CSS=6.45, Synergy_ZIP=-2.57, Synergy_Bliss=-1.42, Synergy_Loewe=-2.19, Synergy_HSA=-1.51. (5) Drug 1: C1=C(C(=O)NC(=O)N1)N(CCCl)CCCl. Drug 2: CC(C)(C#N)C1=CC(=CC(=C1)CN2C=NC=N2)C(C)(C)C#N. Cell line: SN12C. Synergy scores: CSS=37.1, Synergy_ZIP=3.83, Synergy_Bliss=3.67, Synergy_Loewe=4.62, Synergy_HSA=4.66. (6) Drug 1: C1C(C(OC1N2C=C(C(=O)NC2=O)F)CO)O. Drug 2: CN(C(=O)NC(C=O)C(C(C(CO)O)O)O)N=O. Cell line: EKVX. Synergy scores: CSS=-2.12, Synergy_ZIP=0.0598, Synergy_Bliss=-2.55, Synergy_Loewe=-3.89, Synergy_HSA=-3.91. (7) Drug 1: CCCS(=O)(=O)NC1=C(C(=C(C=C1)F)C(=O)C2=CNC3=C2C=C(C=N3)C4=CC=C(C=C4)Cl)F. Drug 2: C1CC(=O)NC(=O)C1N2CC3=C(C2=O)C=CC=C3N. Cell line: DU-145. Synergy scores: CSS=3.07, Synergy_ZIP=1.21, Synergy_Bliss=3.10, Synergy_Loewe=-0.129, Synergy_HSA=0.0466. (8) Drug 1: CCC1(CC2CC(C3=C(CCN(C2)C1)C4=CC=CC=C4N3)(C5=C(C=C6C(=C5)C78CCN9C7C(C=CC9)(C(C(C8N6C=O)(C(=O)OC)O)OC(=O)C)CC)OC)C(=O)OC)O.OS(=O)(=O)O. Drug 2: C1=NC(=NC(=O)N1C2C(C(C(O2)CO)O)O)N. Cell line: HCT116. Synergy scores: CSS=53.3, Synergy_ZIP=3.37, Synergy_Bliss=3.97, Synergy_Loewe=4.00, Synergy_HSA=5.06.